This data is from NCI-60 drug combinations with 297,098 pairs across 59 cell lines. The task is: Regression. Given two drug SMILES strings and cell line genomic features, predict the synergy score measuring deviation from expected non-interaction effect. (1) Drug 1: CCCCCOC(=O)NC1=NC(=O)N(C=C1F)C2C(C(C(O2)C)O)O. Drug 2: CCC1=C2CN3C(=CC4=C(C3=O)COC(=O)C4(CC)O)C2=NC5=C1C=C(C=C5)O. Cell line: HS 578T. Synergy scores: CSS=13.1, Synergy_ZIP=-3.28, Synergy_Bliss=0.294, Synergy_Loewe=-14.4, Synergy_HSA=0.0343. (2) Drug 1: C1=NC2=C(N1)C(=S)N=C(N2)N. Drug 2: C1C(C(OC1N2C=NC3=C(N=C(N=C32)Cl)N)CO)O. Cell line: PC-3. Synergy scores: CSS=20.6, Synergy_ZIP=-6.39, Synergy_Bliss=-3.77, Synergy_Loewe=-5.48, Synergy_HSA=-3.34. (3) Drug 1: CS(=O)(=O)C1=CC(=C(C=C1)C(=O)NC2=CC(=C(C=C2)Cl)C3=CC=CC=N3)Cl. Drug 2: CC1C(C(CC(O1)OC2CC(OC(C2O)C)OC3=CC4=CC5=C(C(=O)C(C(C5)C(C(=O)C(C(C)O)O)OC)OC6CC(C(C(O6)C)O)OC7CC(C(C(O7)C)O)OC8CC(C(C(O8)C)O)(C)O)C(=C4C(=C3C)O)O)O)O. Cell line: SF-268. Synergy scores: CSS=6.54, Synergy_ZIP=10.1, Synergy_Bliss=15.8, Synergy_Loewe=12.8, Synergy_HSA=12.8. (4) Drug 1: CC=C1C(=O)NC(C(=O)OC2CC(=O)NC(C(=O)NC(CSSCCC=C2)C(=O)N1)C(C)C)C(C)C. Drug 2: C1=NC(=NC(=O)N1C2C(C(C(O2)CO)O)O)N. Cell line: SNB-75. Synergy scores: CSS=40.3, Synergy_ZIP=-1.22, Synergy_Bliss=-1.76, Synergy_Loewe=-13.5, Synergy_HSA=-0.292. (5) Drug 1: C1CN1P(=S)(N2CC2)N3CC3. Drug 2: C1C(C(OC1N2C=NC(=NC2=O)N)CO)O. Cell line: MDA-MB-231. Synergy scores: CSS=17.0, Synergy_ZIP=-3.58, Synergy_Bliss=0.339, Synergy_Loewe=3.42, Synergy_HSA=4.01. (6) Drug 1: CS(=O)(=O)C1=CC(=C(C=C1)C(=O)NC2=CC(=C(C=C2)Cl)C3=CC=CC=N3)Cl. Drug 2: C1C(C(OC1N2C=NC(=NC2=O)N)CO)O. Cell line: LOX IMVI. Synergy scores: CSS=42.2, Synergy_ZIP=10.7, Synergy_Bliss=14.5, Synergy_Loewe=16.9, Synergy_HSA=17.2. (7) Drug 1: C1CCC(CC1)NC(=O)N(CCCl)N=O. Drug 2: C(CN)CNCCSP(=O)(O)O. Cell line: HOP-62. Synergy scores: CSS=6.38, Synergy_ZIP=-3.18, Synergy_Bliss=-3.15, Synergy_Loewe=-36.5, Synergy_HSA=-2.71. (8) Drug 1: C1=C(C(=O)NC(=O)N1)F. Drug 2: C(CC(=O)O)C(=O)CN.Cl. Cell line: NCI-H226. Synergy scores: CSS=23.7, Synergy_ZIP=7.09, Synergy_Bliss=7.32, Synergy_Loewe=5.63, Synergy_HSA=9.43. (9) Drug 2: C1=NC2=C(N=C(N=C2N1C3C(C(C(O3)CO)O)F)Cl)N. Drug 1: C(=O)(N)NO. Synergy scores: CSS=20.6, Synergy_ZIP=-2.53, Synergy_Bliss=-0.989, Synergy_Loewe=-52.5, Synergy_HSA=0.138. Cell line: MDA-MB-231. (10) Drug 1: C1=CC(=CC=C1C#N)C(C2=CC=C(C=C2)C#N)N3C=NC=N3. Drug 2: C1CN1C2=NC(=NC(=N2)N3CC3)N4CC4. Cell line: CCRF-CEM. Synergy scores: CSS=47.5, Synergy_ZIP=4.21, Synergy_Bliss=0.729, Synergy_Loewe=-12.3, Synergy_HSA=-4.35.